Dataset: Full USPTO retrosynthesis dataset with 1.9M reactions from patents (1976-2016). Task: Predict the reactants needed to synthesize the given product. (1) Given the product [F:12][C:7]1[CH:6]=[C:5]2[C:10]([CH:11]=[C:2]([C:18]3[CH:19]=[CH:20][CH:21]=[C:16]([O:15][CH3:14])[N:17]=3)[C:3](=[O:13])[O:4]2)=[CH:9][CH:8]=1, predict the reactants needed to synthesize it. The reactants are: Br[C:2]1[C:3](=[O:13])[O:4][C:5]2[C:10]([CH:11]=1)=[CH:9][CH:8]=[C:7]([F:12])[CH:6]=2.[CH3:14][O:15][C:16]1[CH:21]=[CH:20][CH:19]=[C:18](B2OC(C)(C)C(C)(C)O2)[N:17]=1.C([O-])([O-])=O.[Cs+].[Cs+].C1(P(C2CCCCC2)C2C=CC=CC=2C2C(OC)=CC=CC=2OC)CCCCC1. (2) The reactants are: [CH2:1]([O:8][C@H:9]([CH3:24])[C@@H:10]([CH3:23])[O:11][C:12]1[C:17]([C:18]([F:21])([F:20])[F:19])=[CH:16][N:15]=[C:14](Cl)[N:13]=1)[C:2]1[CH:7]=[CH:6][CH:5]=[CH:4][CH:3]=1.[NH2:25][C:26]1[CH:31]=[CH:30][C:29]([S:32]([CH:41]2[CH2:43][CH2:42]2)(=[N:34][C:35](=[O:40])[C:36]([F:39])([F:38])[F:37])=[O:33])=[CH:28][CH:27]=1.Cl. Given the product [CH2:1]([O:8][C@H:9]([CH3:24])[C@H:10]([O:11][C:12]1[C:17]([C:18]([F:21])([F:20])[F:19])=[CH:16][N:15]=[C:14]([NH:25][C:26]2[CH:27]=[CH:28][C:29]([S:32]([CH:41]3[CH2:43][CH2:42]3)(=[N:34][C:35](=[O:40])[C:36]([F:39])([F:37])[F:38])=[O:33])=[CH:30][CH:31]=2)[N:13]=1)[CH3:23])[C:2]1[CH:7]=[CH:6][CH:5]=[CH:4][CH:3]=1, predict the reactants needed to synthesize it. (3) Given the product [OH:27][C:24]([CH3:25])([CH3:26])[CH2:23][CH2:22][CH2:21][O:20][C:4]1[CH:3]=[C:2]([C:34]2[CH:33]=[N:32][N:31]([CH2:30][C:29]([OH:46])([CH3:45])[CH3:28])[CH:35]=2)[C:14]2[C:13]3[C:8](=[CH:9][CH:10]=[CH:11][CH:12]=3)[C@@:7]([C:16]([F:18])([F:17])[F:19])([OH:15])[C:6]=2[CH:5]=1, predict the reactants needed to synthesize it. The reactants are: Cl[C:2]1[C:14]2[C:13]3[C:8](=[CH:9][CH:10]=[CH:11][CH:12]=3)[C@@:7]([C:16]([F:19])([F:18])[F:17])([OH:15])[C:6]=2[CH:5]=[C:4]([O:20][CH2:21][CH2:22][CH2:23][C:24]([OH:27])([CH3:26])[CH3:25])[CH:3]=1.[CH3:28][C:29]([OH:46])([CH3:45])[CH2:30][N:31]1[CH:35]=[C:34](B2OC(C)(C)C(C)(C)O2)[CH:33]=[N:32]1.P([O-])([O-])([O-])=O.[K+].[K+].[K+].COC1C=CC=C(OC)C=1C1C=CC=CC=1P(C1CCCCC1)C1CCCCC1. (4) Given the product [ClH:34].[F:21][C:22]([F:31])([F:32])[CH2:23][C@@H:24]([CH3:30])[C@@H:25]([C:27]([OH:29])=[O:28])[NH2:26], predict the reactants needed to synthesize it. The reactants are: C([C@@H](NS(C1C=CC(C)=CC=1)=O)[C@H](C)CC(F)(F)F)#N.[F:21][C:22]([F:32])([F:31])[CH2:23][C@@H:24]([CH3:30])[C@@H:25]([C:27]([OH:29])=[O:28])[NH2:26].[NH4+].[Cl-:34].C1(C)C(S(O)(=O)=O)=CC=CC=1. (5) Given the product [Si:14]([O:21][CH2:22][C@H:23]([NH:24][S:25]([C:27]([CH3:30])([CH3:29])[CH3:28])=[O:26])[C:2]1[CH:7]=[CH:6][C:5]([F:8])=[CH:4][N:3]=1)([C:17]([CH3:20])([CH3:19])[CH3:18])([CH3:16])[CH3:15], predict the reactants needed to synthesize it. The reactants are: Br[C:2]1[CH:7]=[CH:6][C:5]([F:8])=[CH:4][N:3]=1.[Li]C(C)(C)C.[Si:14]([O:21][CH2:22][CH:23]=[N:24][S@@:25]([C:27]([CH3:30])([CH3:29])[CH3:28])=[O:26])([C:17]([CH3:20])([CH3:19])[CH3:18])([CH3:16])[CH3:15].[Li]. (6) Given the product [Cl:1][C:2]1[CH:7]=[CH:6][CH:5]=[CH:4][C:3]=1[O:8][C:14]1[C:15]([C:16]([O:18][CH2:19][CH3:20])=[O:17])=[CH:10][N:11]=[C:12]([C:21]2[CH:26]=[CH:25][C:24]([F:27])=[C:23]([O:28][CH3:29])[CH:22]=2)[N:13]=1, predict the reactants needed to synthesize it. The reactants are: [Cl:1][C:2]1[CH:7]=[CH:6][CH:5]=[CH:4][C:3]=1[OH:8].Cl[C:10]1[C:15]([C:16]([O:18][CH2:19][CH3:20])=[O:17])=[CH:14][N:13]=[C:12]([C:21]2[CH:26]=[CH:25][C:24]([F:27])=[C:23]([O:28][CH3:29])[CH:22]=2)[N:11]=1.C(=O)([O-])[O-].[K+].[K+].